This data is from Reaction yield outcomes from USPTO patents with 853,638 reactions. The task is: Predict the reaction yield, written as a fraction of the theoretical maximum amount of product (1.0 means a 100% yield; for example, 0.34 means a 34% yield). (1) The reactants are C[O:2][C:3](=[O:19])[CH2:4][C:5]1[N:6]=[C:7]([CH2:11][CH2:12][C:13]2[CH:18]=[CH:17][CH:16]=[CH:15][CH:14]=2)[O:8][C:9]=1[CH3:10].[OH-].[Na+]. The catalyst is CO. The product is [CH3:10][C:9]1[O:8][C:7]([CH2:11][CH2:12][C:13]2[CH:14]=[CH:15][CH:16]=[CH:17][CH:18]=2)=[N:6][C:5]=1[CH2:4][C:3]([OH:19])=[O:2]. The yield is 0.630. (2) The reactants are [CH3:1][O:2][C:3]1([CH2:8][CH2:9][C@H:10]2[CH2:14][O:13]C(C)(C)[N:11]2[C:17]([O:19][C:20]([CH3:23])([CH3:22])[CH3:21])=[O:18])[CH2:7][CH2:6][CH2:5][CH2:4]1.C12(CS(O)(=O)=O)C(C)(C)C(CC1)CC2=O. The catalyst is CO. The product is [OH:13][CH2:14][C@@H:10]([NH:11][C:17](=[O:18])[O:19][C:20]([CH3:22])([CH3:21])[CH3:23])[CH2:9][CH2:8][C:3]1([O:2][CH3:1])[CH2:7][CH2:6][CH2:5][CH2:4]1. The yield is 1.00. (3) The reactants are [Cl:1][CH2:2][C:3]([NH:5][NH:6][C:7](=[O:15])[C:8]1[CH:13]=[CH:12][C:11]([CH3:14])=[CH:10][CH:9]=1)=O.P(Cl)(Cl)(Cl)=O. The catalyst is C(#N)C. The product is [Cl:1][CH2:2][C:3]1[O:15][C:7]([C:8]2[CH:9]=[CH:10][C:11]([CH3:14])=[CH:12][CH:13]=2)=[N:6][N:5]=1. The yield is 0.720.